From a dataset of Catalyst prediction with 721,799 reactions and 888 catalyst types from USPTO. Predict which catalyst facilitates the given reaction. (1) Reactant: C1(N2CCN([C:11]([C:13]3[CH:20]=[CH:19][C:16]([CH:17]=[O:18])=[CH:15][CH:14]=3)=[O:12])CC2)CCC1.C(C1C=CC(C=O)=CC=1)(O)=O.O=S(Cl)[Cl:34].CN(C=O)C.[OH-].[Na+].Cl. Product: [CH:17]([C:16]1[CH:19]=[CH:20][C:13]([C:11]([Cl:34])=[O:12])=[CH:14][CH:15]=1)=[O:18]. The catalyst class is: 11. (2) Reactant: [Cl:1][C:2]1[CH:22]=[C:21]([O:23][CH2:24][CH:25]=[C:26]([Cl:28])[Cl:27])[CH:20]=[C:19]([Cl:29])[C:3]=1[O:4][CH2:5][CH2:6][CH2:7][O:8][C:9]1[CH:14]=[CH:13][C:12]([CH2:15][C:16](=[O:18])[CH3:17])=[CH:11][CH:10]=1.Cl.[N:31](OCCC(C)C)=[O:32].C(N(CC)CC)C. Product: [Cl:1][C:2]1[CH:22]=[C:21]([O:23][CH2:24][CH:25]=[C:26]([Cl:28])[Cl:27])[CH:20]=[C:19]([Cl:29])[C:3]=1[O:4][CH2:5][CH2:6][CH2:7][O:8][C:9]1[CH:14]=[CH:13][C:12]([C:15](=[N:31][OH:32])[C:16](=[O:18])[CH3:17])=[CH:11][CH:10]=1. The catalyst class is: 38. (3) Reactant: [F:1][C:2]([F:34])([C:30]([F:33])([F:32])[F:31])[CH2:3][O:4][C:5]1[CH:10]=[CH:9][C:8]([CH2:11][N:12]2[CH2:18][CH2:17][CH2:16][N:15]([CH2:19][C:20]3[CH:29]=[CH:28][C:23]([C:24]([O:26]C)=[O:25])=[CH:22][CH:21]=3)[CH2:14][CH2:13]2)=[CH:7][CH:6]=1.C1COCC1.[OH-].[Na+]. Product: [F:34][C:2]([F:1])([C:30]([F:31])([F:32])[F:33])[CH2:3][O:4][C:5]1[CH:6]=[CH:7][C:8]([CH2:11][N:12]2[CH2:18][CH2:17][CH2:16][N:15]([CH2:19][C:20]3[CH:29]=[CH:28][C:23]([C:24]([OH:26])=[O:25])=[CH:22][CH:21]=3)[CH2:14][CH2:13]2)=[CH:9][CH:10]=1. The catalyst class is: 5.